Predict the product of the given reaction. From a dataset of Forward reaction prediction with 1.9M reactions from USPTO patents (1976-2016). (1) Given the reactants Br[C:2]1[CH:10]=[C:9]([F:11])[CH:8]=[C:7]2[C:3]=1[CH:4]=[N:5][N:6]2[CH3:12].C([Sn](CCCC)(CCCC)[C:18]([O:20][CH2:21][CH3:22])=[CH2:19])CCC, predict the reaction product. The product is: [CH2:21]([O:20][C:18]([C:2]1[CH:10]=[C:9]([F:11])[CH:8]=[C:7]2[C:3]=1[CH:4]=[N:5][N:6]2[CH3:12])=[CH2:19])[CH3:22]. (2) Given the reactants [C:1]([O:20][CH3:21])(=[O:19])[CH2:2][CH2:3][CH2:4][CH2:5][CH2:6][CH2:7][CH2:8]/[CH:9]=[CH:10]\[CH2:11][CH2:12][CH2:13][CH2:14][CH2:15][CH2:16][CH2:17][CH3:18].CS(O)(=O)=O, predict the reaction product. The product is: [CH3:21][O:20][C:1]([CH2:2][CH2:3][CH2:4][CH2:5][CH2:6][CH2:7][CH2:8][CH2:9][CH2:10][CH2:11][CH2:12][CH2:13][CH2:14][CH2:15][CH2:16][CH2:17][CH2:18][CH2:3][CH2:2][C:1]([O:20][CH3:21])=[O:19])=[O:19]. (3) Given the reactants [ClH:1].CN(C)[CH2:4][CH2:5][CH2:6]N=C=NCC.[N:13]1[CH:18]=[CH:17][CH:16]=[CH:15][CH:14]=1.[N:19]1([C:25]2[N:26]=[C:27]([CH2:32][C:33]([O-:35])=O)[NH:28][C:29](=[O:31])[CH:30]=2)[CH2:24][CH2:23][O:22][CH2:21][CH2:20]1.[Na+].[CH3:37]N(C)C=O, predict the reaction product. The product is: [Cl:1][C:4]1[CH:5]=[CH:6][CH:37]=[C:18]2[C:17]=1[CH2:16][CH:15]([CH3:14])[N:13]2[C:33](=[O:35])[CH2:32][C:27]1[NH:28][C:29](=[O:31])[CH:30]=[C:25]([N:19]2[CH2:20][CH2:21][O:22][CH2:23][CH2:24]2)[N:26]=1. (4) Given the reactants [N+:1]([C:4]1[C:5]([NH2:10])=[N:6][CH:7]=[CH:8][CH:9]=1)([O-:3])=[O:2].[C:11]1([C:21]2[CH:26]=[CH:25][CH:24]=[CH:23][CH:22]=2)[CH:16]=[CH:15][CH:14]=[C:13]([C:17](=O)[CH2:18]Br)[CH:12]=1, predict the reaction product. The product is: [C:11]1([C:21]2[CH:22]=[CH:23][CH:24]=[CH:25][CH:26]=2)[CH:16]=[CH:15][CH:14]=[C:13]([C:17]2[N:10]=[C:5]3[C:4]([N+:1]([O-:3])=[O:2])=[CH:9][CH:8]=[CH:7][N:6]3[CH:18]=2)[CH:12]=1. (5) Given the reactants [CH2:1]([O:8][C:9]([NH:11][CH:12]([CH2:17][C:18]1[CH:23]=[CH:22][C:21]([N+:24]([O-:26])=[O:25])=[CH:20][C:19]=1[CH3:27])[C:13]([O:15]C)=[O:14])=[O:10])[C:2]1[CH:7]=[CH:6][CH:5]=[CH:4][CH:3]=1.O.[OH-].[Li+], predict the reaction product. The product is: [CH2:1]([O:8][C:9]([NH:11][CH:12]([CH2:17][C:18]1[CH:23]=[CH:22][C:21]([N+:24]([O-:26])=[O:25])=[CH:20][C:19]=1[CH3:27])[C:13]([OH:15])=[O:14])=[O:10])[C:2]1[CH:3]=[CH:4][CH:5]=[CH:6][CH:7]=1. (6) Given the reactants [NH2:1][C:2]1[N:3]([C:8]2[C:17]3[C:12](=[CH:13][CH:14]=[C:15]([O:18][CH3:19])[CH:16]=3)[C:11]([CH3:20])=[CH:10][CH:9]=2)[C:4]([SH:7])=[N:5][N:6]=1.[Cl:21][C:22]1[CH:23]=[C:24]([CH:28]=[CH:29][C:30]=1[NH:31][C:32](=[O:35])[CH2:33]Cl)[C:25]([OH:27])=[O:26].O, predict the reaction product. The product is: [NH2:1][C:2]1[N:3]([C:8]2[C:17]3[C:12](=[CH:13][CH:14]=[C:15]([O:18][CH3:19])[CH:16]=3)[C:11]([CH3:20])=[CH:10][CH:9]=2)[C:4]([S:7][CH2:33][C:32]([NH:31][C:30]2[CH:29]=[CH:28][C:24]([C:25]([OH:27])=[O:26])=[CH:23][C:22]=2[Cl:21])=[O:35])=[N:5][N:6]=1. (7) Given the reactants [O:1]([CH2:8][C@@H:9]1[CH2:13][CH2:12][CH2:11][N:10]1[S:14]([C:17]1[CH:18]=[C:19]2[C:23](=[CH:24][CH:25]=1)[NH:22][C:21](=O)[C:20]12OCCC[O:27]1)(=[O:16])=[O:15])[C:2]1[CH:7]=[CH:6][CH:5]=[CH:4][CH:3]=1.Cl[CH2:33][C:34]1([C:38]#[N:39])[CH2:37][CH2:36][CH2:35]1, predict the reaction product. The product is: [O:1]([CH2:8][C@@H:9]1[CH2:13][CH2:12][CH2:11][N:10]1[S:14]([C:17]1[CH:25]=[CH:24][C:23]2[N:22]3[CH2:33][C:34]4([CH2:37][CH2:36][CH2:35]4)[CH2:38][N:39]=[C:21]3[C:20](=[O:27])[C:19]=2[CH:18]=1)(=[O:15])=[O:16])[C:2]1[CH:7]=[CH:6][CH:5]=[CH:4][CH:3]=1. (8) Given the reactants [CH3:1][C:2]1([CH3:15])[C@@H:4]2[CH2:5][C:6]3[C:10]([C@H:3]12)=[C:9]([CH3:11])[S:8][C:7]=3[C:12]([OH:14])=O.CN(C(ON1N=NC2C=CC=CC1=2)=[N+](C)C)C.[B-](F)(F)(F)F.C(N(C(C)C)C(C)C)C.Cl.[NH2:48][CH2:49][C:50]1[CH:55]=[CH:54][C:53]([OH:56])=[CH:52][CH:51]=1, predict the reaction product. The product is: [OH:56][C:53]1[CH:54]=[CH:55][C:50]([CH2:49][NH:48][C:12]([C:7]2[S:8][C:9]([CH3:11])=[C:10]3[C:6]=2[CH2:5][C@H:4]2[C:2]([CH3:1])([CH3:15])[C@H:3]23)=[O:14])=[CH:51][CH:52]=1. (9) Given the reactants [CH3:1][C:2]1[CH:7]=[C:6]([CH3:8])[CH:5]=[C:4]([CH3:9])[C:3]=1[NH2:10].[Br:11][C:12]1[C:13]([Cl:19])=[N:14][C:15]([Cl:18])=[N:16][CH:17]=1.CC(N(C(C)C)CC)C, predict the reaction product. The product is: [Br:11][C:12]1[C:13]([Cl:19])=[N:14][C:15]([NH:10][C:3]2[C:4]([CH3:9])=[CH:5][C:6]([CH3:8])=[CH:7][C:2]=2[CH3:1])=[N:16][CH:17]=1.[Br:11][C:12]1[C:13]([NH:10][C:3]2[C:4]([CH3:9])=[CH:5][C:6]([CH3:8])=[CH:7][C:2]=2[CH3:1])=[N:14][C:15]([Cl:18])=[N:16][CH:17]=1.